Dataset: Forward reaction prediction with 1.9M reactions from USPTO patents (1976-2016). Task: Predict the product of the given reaction. (1) Given the reactants C(N(CC)CC)C.ClC([O:11][CH2:12][CH3:13])=O.[OH:14][CH:15]([C:21]1[CH:26]=[CH:25][C:24]([N:27]2[C:31](=[O:32])[CH2:30][CH2:29][C@@H:28]2[CH2:33][CH2:34][CH2:35][C:36]2[S:40][C:39]([C:41]([OH:43])=[O:42])=[CH:38][CH:37]=2)=[CH:23][CH:22]=1)[CH2:16][CH2:17][CH2:18][CH2:19][CH3:20].C(O)CO, predict the reaction product. The product is: [OH:11][CH2:12][CH2:13][O:42][C:41]([C:39]1[S:40][C:36]([CH2:35][CH2:34][CH2:33][C@H:28]2[CH2:29][CH2:30][C:31](=[O:32])[N:27]2[C:24]2[CH:23]=[CH:22][C:21]([CH:15]([OH:14])[CH2:16][CH2:17][CH2:18][CH2:19][CH3:20])=[CH:26][CH:25]=2)=[CH:37][CH:38]=1)=[O:43]. (2) Given the reactants C([O-])([O-])=O.[K+].[K+].[CH3:7][O:8][C:9](=[O:17])[C:10]1[CH:15]=[CH:14][CH:13]=[C:12]([OH:16])[CH:11]=1.[CH2:18](Br)[C:19]1[CH:24]=[CH:23][CH:22]=[CH:21][CH:20]=1, predict the reaction product. The product is: [CH3:7][O:8][C:9](=[O:17])[C:10]1[CH:15]=[CH:14][CH:13]=[C:12]([O:16][CH2:18][C:19]2[CH:24]=[CH:23][CH:22]=[CH:21][CH:20]=2)[CH:11]=1. (3) The product is: [Br:11][C:12]1[CH:19]=[CH:18][C:17]([O:20][C:2]2[CH:7]=[CH:6][C:5]([N+:8]([O-:10])=[O:9])=[CH:4][CH:3]=2)=[CH:16][C:13]=1[CH:14]=[O:15]. Given the reactants F[C:2]1[CH:7]=[CH:6][C:5]([N+:8]([O-:10])=[O:9])=[CH:4][CH:3]=1.[Br:11][C:12]1[CH:19]=[CH:18][C:17]([OH:20])=[CH:16][C:13]=1[CH:14]=[O:15].C([O-])([O-])=O.[K+].[K+].CCOC(C)=O, predict the reaction product. (4) Given the reactants [N+:1]([C:4]1[CH:5]=[C:6]([CH:8]=[CH:9][CH:10]=1)[NH2:7])([O-:3])=[O:2].[CH3:11][C:12]1([C:16](O)=[O:17])[CH2:15][O:14][CH2:13]1.CCN=C=NCCCN(C)C.Cl, predict the reaction product. The product is: [CH3:11][C:12]1([C:16]([NH:7][C:6]2[CH:8]=[CH:9][CH:10]=[C:4]([N+:1]([O-:3])=[O:2])[CH:5]=2)=[O:17])[CH2:15][O:14][CH2:13]1. (5) The product is: [CH:13]1([CH2:16][CH2:17][O:1][C:2]2[CH:3]=[C:4]3[C:9](=[CH:10][CH:11]=2)[C:8](=[O:12])[CH2:7][CH2:6][CH2:5]3)[CH2:15][CH2:14]1. Given the reactants [OH:1][C:2]1[CH:3]=[C:4]2[C:9](=[CH:10][CH:11]=1)[C:8](=[O:12])[CH2:7][CH2:6][CH2:5]2.[CH:13]1([CH2:16][CH2:17]O)[CH2:15][CH2:14]1.C1(P(C2C=CC=CC=2)C2C=CC=CC=2)C=CC=CC=1.CCOC(/N=N/C(OCC)=O)=O, predict the reaction product. (6) Given the reactants Cl[C:2]1[C:3]([NH2:9])=[N:4][CH:5]=[N:6][C:7]=1Cl.[NH2:10][C@@H:11]1[CH2:16][CH2:15][CH2:14][C@H:13]([NH:17][C:18](=[O:24])OC(C)(C)C)[CH2:12]1.[O:25]([C:32]1[CH:37]=[CH:36][C:35](B(O)O)=[CH:34][CH:33]=1)[C:26]1[CH:31]=[CH:30][CH:29]=[CH:28][CH:27]=1.[C:41](Cl)(=O)[CH:42]=C, predict the reaction product. The product is: [NH2:9][C:3]1[N:4]=[CH:5][N:6]=[C:7]([NH:10][C@H:11]2[CH2:16][CH2:15][CH2:14][C@@H:13]([NH:17][C:18](=[O:24])[CH:41]=[CH2:42])[CH2:12]2)[C:2]=1[C:29]1[CH:30]=[CH:31][C:26]([O:25][C:32]2[CH:37]=[CH:36][CH:35]=[CH:34][CH:33]=2)=[CH:27][CH:28]=1.